From a dataset of Full USPTO retrosynthesis dataset with 1.9M reactions from patents (1976-2016). Predict the reactants needed to synthesize the given product. (1) Given the product [F:1][C:2]1[CH:3]=[C:4]([C:5](=[O:6])[CH:19]([C:13]2[CH:18]=[CH:17][CH:16]=[CH:15][CH:14]=2)[CH2:20][C:21](=[O:23])[CH3:22])[CH:7]=[CH:8][CH:9]=1, predict the reactants needed to synthesize it. The reactants are: [F:1][C:2]1[CH:3]=[C:4]([CH:7]=[CH:8][CH:9]=1)[CH:5]=[O:6].[C-]#N.[Na+].[C:13]1(/[CH:19]=[CH:20]/[C:21](=[O:23])[CH3:22])[CH:18]=[CH:17][CH:16]=[CH:15][CH:14]=1.O. (2) The reactants are: [N:1]1[CH:6]=[CH:5][C:4]([CH2:7][NH2:8])=[CH:3][CH:2]=1.[C:9](OC(=O)C)(=[O:11])[CH3:10].[I:16][CH3:17]. Given the product [I-:16].[NH:8]([CH2:7][C:4]1[CH:5]=[CH:6][N+:1]([CH3:17])=[CH:2][CH:3]=1)[C:9]([CH3:10])=[O:11], predict the reactants needed to synthesize it. (3) Given the product [F:23][CH:2]([F:1])[C:3]1[N:8]2[N:9]=[CH:10][C:11]([C:12]#[C:13][C:25]3[S:29][C:28]([S:30]([NH2:33])(=[O:32])=[O:31])=[CH:27][CH:26]=3)=[C:7]2[N:6]=[C:5]([C:14]2[CH:19]=[CH:18][CH:17]=[C:16]([O:20][CH2:21][CH3:22])[CH:15]=2)[CH:4]=1, predict the reactants needed to synthesize it. The reactants are: [F:1][CH:2]([F:23])[C:3]1[N:8]2[N:9]=[CH:10][C:11]([C:12]#[CH:13])=[C:7]2[N:6]=[C:5]([C:14]2[CH:19]=[CH:18][CH:17]=[C:16]([O:20][CH2:21][CH3:22])[CH:15]=2)[CH:4]=1.Br[C:25]1[S:29][C:28]([S:30]([NH2:33])(=[O:32])=[O:31])=[CH:27][CH:26]=1. (4) Given the product [CH3:18][O:17][C:14]1[N:15]=[CH:16][C:11]2[CH:10]=[CH:9][C:8](=[O:19])[N:7]([CH2:6][CH:2]=[O:1])[C:12]=2[N:13]=1, predict the reactants needed to synthesize it. The reactants are: [O:1]1CCO[CH:2]1[CH2:6][N:7]1[C:12]2[N:13]=[C:14]([O:17][CH3:18])[N:15]=[CH:16][C:11]=2[CH:10]=[CH:9][C:8]1=[O:19].FC(F)(F)C(O)=O.C(=O)([O-])O.[Na+]. (5) The reactants are: [Na].[C:2]([OH:21])(=[O:20])[CH2:3][CH2:4][CH2:5][CH2:6][CH2:7][CH2:8][CH2:9][CH2:10][CH2:11][CH2:12][CH2:13][CH2:14][CH2:15][CH2:16][CH:17]([CH3:19])[CH3:18].[N+]([O-])([O-])=O.[Ag+:26].[OH-].[Na+].C([O-])(=O)CCCCCCCCCCCCCCC(C)C.[Na+]. Given the product [C:2]([O-:21])(=[O:20])[CH2:3][CH2:4][CH2:5][CH2:6][CH2:7][CH2:8][CH2:9][CH2:10][CH2:11][CH2:12][CH2:13][CH2:14][CH2:15][CH2:16][CH:17]([CH3:18])[CH3:19].[Ag+:26], predict the reactants needed to synthesize it. (6) Given the product [CH:1]1([C:4]2([F:23])[CH2:7][N:6]([C:8]3[N:13]=[C:12]([S:26]([CH3:35])(=[O:28])=[O:25])[N:11]=[C:10]([NH:16][C:17]4[NH:21][N:20]=[C:19]([CH3:22])[CH:18]=4)[CH:9]=3)[CH2:5]2)[CH2:2][CH2:3]1, predict the reactants needed to synthesize it. The reactants are: [CH:1]1([C:4]2([F:23])[CH2:7][N:6]([C:8]3[N:13]=[C:12](SC)[N:11]=[C:10]([NH:16][C:17]4[NH:21][N:20]=[C:19]([CH3:22])[CH:18]=4)[CH:9]=3)[CH2:5]2)[CH2:3][CH2:2]1.O[O:25][S:26]([O-:28])=O.[K+].OS([O-])=O.[Na+].[C:35]([O-])([O-])=O.[K+].[K+]. (7) Given the product [N:1]1([C@@H:7]2[CH2:10][C@H:9]([C:11]3[S:12][C:13]4[CH:19]=[C:18]([NH:20][C:27]([C:22]5[CH:23]=[N:24][CH:25]=[CH:26][N:21]=5)=[O:28])[CH:17]=[CH:16][C:14]=4[N:15]=3)[CH2:8]2)[CH2:6][CH2:5][CH2:4][CH2:3][CH2:2]1, predict the reactants needed to synthesize it. The reactants are: [N:1]1([C@@H:7]2[CH2:10][C@H:9]([C:11]3[S:12][C:13]4[CH:19]=[C:18]([NH2:20])[CH:17]=[CH:16][C:14]=4[N:15]=3)[CH2:8]2)[CH2:6][CH2:5][CH2:4][CH2:3][CH2:2]1.[N:21]1[CH:26]=[CH:25][N:24]=[CH:23][C:22]=1[C:27](O)=[O:28].Cl.CN(C)CCCN=C=NCC.O.ON1C2C=CC=CC=2N=N1.[OH-].[Na+].